This data is from NCI-60 drug combinations with 297,098 pairs across 59 cell lines. The task is: Regression. Given two drug SMILES strings and cell line genomic features, predict the synergy score measuring deviation from expected non-interaction effect. (1) Drug 1: C1=NC2=C(N=C(N=C2N1C3C(C(C(O3)CO)O)F)Cl)N. Drug 2: CC1CCCC2(C(O2)CC(NC(=O)CC(C(C(=O)C(C1O)C)(C)C)O)C(=CC3=CSC(=N3)C)C)C. Cell line: UACC62. Synergy scores: CSS=34.9, Synergy_ZIP=-2.62, Synergy_Bliss=-5.99, Synergy_Loewe=-9.67, Synergy_HSA=-2.02. (2) Drug 1: C1=C(C(=O)NC(=O)N1)F. Drug 2: CC1=CC=C(C=C1)C2=CC(=NN2C3=CC=C(C=C3)S(=O)(=O)N)C(F)(F)F. Cell line: BT-549. Synergy scores: CSS=33.5, Synergy_ZIP=-9.06, Synergy_Bliss=-5.39, Synergy_Loewe=-7.06, Synergy_HSA=-5.03. (3) Drug 1: CC1=C(C=C(C=C1)NC2=NC=CC(=N2)N(C)C3=CC4=NN(C(=C4C=C3)C)C)S(=O)(=O)N.Cl. Drug 2: C1CN(P(=O)(OC1)NCCCl)CCCl. Cell line: SR. Synergy scores: CSS=12.5, Synergy_ZIP=-1.87, Synergy_Bliss=-1.08, Synergy_Loewe=-1.31, Synergy_HSA=-0.0440. (4) Drug 1: CC1=C(C=C(C=C1)NC2=NC=CC(=N2)N(C)C3=CC4=NN(C(=C4C=C3)C)C)S(=O)(=O)N.Cl. Drug 2: CC1CCC2CC(C(=CC=CC=CC(CC(C(=O)C(C(C(=CC(C(=O)CC(OC(=O)C3CCCCN3C(=O)C(=O)C1(O2)O)C(C)CC4CCC(C(C4)OC)O)C)C)O)OC)C)C)C)OC. Cell line: HT29. Synergy scores: CSS=28.0, Synergy_ZIP=5.81, Synergy_Bliss=6.73, Synergy_Loewe=-21.9, Synergy_HSA=4.64.